This data is from Catalyst prediction with 721,799 reactions and 888 catalyst types from USPTO. The task is: Predict which catalyst facilitates the given reaction. (1) Reactant: [F:1][C:2]1[C:7]2[C:8]([C:18](=[O:21])[NH:19][CH3:20])=[C:9]([C:11]3[CH:16]=[CH:15][C:14]([F:17])=[CH:13][CH:12]=3)[O:10][C:6]=2[CH:5]=[CH:4][C:3]=1[C:22]1[C:23]([CH3:33])=[CH:24][C:25]([O:31][CH3:32])=[C:26]([CH:30]=1)[C:27]([OH:29])=O.CCN(C(C)C)C(C)C.[N:43]1[C:52]2[C:47](=[CH:48][N:49]=[CH:50][CH:51]=2)[CH:46]=[CH:45][C:44]=1[C:53]1([NH2:56])[CH2:55][CH2:54]1.CN(C(ON1N=NC2C=CC=NC1=2)=[N+](C)C)C.F[P-](F)(F)(F)(F)F. Product: [N:43]1[C:52]2[C:47](=[CH:48][N:49]=[CH:50][CH:51]=2)[CH:46]=[CH:45][C:44]=1[C:53]1([NH:56][C:27]([C:26]2[C:25]([O:31][CH3:32])=[CH:24][C:23]([CH3:33])=[C:22]([C:3]3[CH:4]=[CH:5][C:6]4[O:10][C:9]([C:11]5[CH:12]=[CH:13][C:14]([F:17])=[CH:15][CH:16]=5)=[C:8]([C:18]([NH:19][CH3:20])=[O:21])[C:7]=4[C:2]=3[F:1])[CH:30]=2)=[O:29])[CH2:54][CH2:55]1. The catalyst class is: 3. (2) Reactant: [Br:1][C:2]1[CH:7]=[CH:6][C:5]([CH:8](Cl)[N:9]=[C:10]=[O:11])=[CH:4][CH:3]=1.[F:13][CH:14]([F:29])[C:15]1[CH:16]=[C:17]([NH:21][C:22]2[CH2:27][CH2:26][CH2:25][C:24](=[O:28])[CH:23]=2)[CH:18]=[CH:19][CH:20]=1.O. Product: [Br:1][C:2]1[CH:7]=[CH:6][C:5]([CH:8]2[C:23]3[C:24](=[O:28])[CH2:25][CH2:26][CH2:27][C:22]=3[N:21]([C:17]3[CH:18]=[CH:19][CH:20]=[C:15]([CH:14]([F:13])[F:29])[CH:16]=3)[C:10](=[O:11])[NH:9]2)=[CH:4][CH:3]=1. The catalyst class is: 4.